This data is from Reaction yield outcomes from USPTO patents with 853,638 reactions. The task is: Predict the reaction yield, written as a fraction of the theoretical maximum amount of product (1.0 means a 100% yield; for example, 0.34 means a 34% yield). (1) The reactants are CO[C:3]([C:5]1[N:6]=[C:7]([C:23]#[N:24])[C:8]2[C:13]([C:14]=1[OH:15])=[CH:12][CH:11]=[C:10]([O:16][C:17]1[CH:22]=[CH:21][CH:20]=[CH:19][CH:18]=1)[CH:9]=2)=[O:4].Cl.[NH2:26][CH2:27][C:28]([CH3:34])([CH3:33])[CH2:29][C:30]([OH:32])=[O:31]. The catalyst is C[O-].[Na+].CO. The product is [C:23]([C:7]1[C:8]2[C:13](=[CH:12][CH:11]=[C:10]([O:16][C:17]3[CH:18]=[CH:19][CH:20]=[CH:21][CH:22]=3)[CH:9]=2)[C:14]([OH:15])=[C:5]([C:3]([NH:26][CH2:27][C:28]([CH3:34])([CH3:33])[CH2:29][C:30]([OH:32])=[O:31])=[O:4])[N:6]=1)#[N:24]. The yield is 0.0780. (2) The reactants are Br[C:2]1[NH:6][C:5]([C@@H:7]2[CH2:11][CH2:10][CH2:9][N:8]2[C:12](=[O:22])[C@@H:13]([NH:17][C:18](=[O:21])[O:19][CH3:20])[CH:14]([CH3:16])[CH3:15])=[N:4][CH:3]=1.CC1(C)C(C)(C)OB([C:31]2[CH:36]=[C:35]3[CH2:37][O:38][C:39]4[CH:63]=[C:62]5[C:42]([CH:43]=[CH:44][C:45]6[N:49]=[C:48]([CH:50]7[CH2:54][CH2:53][CH2:52][N:51]7[C:55]([O:57][C:58]([CH3:61])([CH3:60])[CH3:59])=[O:56])[NH:47][C:46]=65)=[CH:41][C:40]=4[C:34]3=[CH:33][CH:32]=2)O1.C(=O)([O-])[O-].[K+].[K+]. The catalyst is COCCOC.CN(C)C=O.C1C=CC(P(C2C=CC=CC=2)[C-]2C=CC=C2)=CC=1.C1C=CC(P(C2C=CC=CC=2)[C-]2C=CC=C2)=CC=1.Cl[Pd]Cl.[Fe+2]. The product is [CH3:20][O:19][C:18]([NH:17][C@H:13]([C:12]([N:8]1[CH2:9][CH2:10][CH2:11][CH:7]1[C:5]1[NH:6][C:2]([C:31]2[CH:36]=[C:35]3[CH2:37][O:38][C:39]4[CH:63]=[C:62]5[C:42]([CH:43]=[CH:44][C:45]6[N:49]=[C:48]([CH:50]7[CH2:54][CH2:53][CH2:52][N:51]7[C:55]([O:57][C:58]([CH3:59])([CH3:60])[CH3:61])=[O:56])[NH:47][C:46]=65)=[CH:41][C:40]=4[C:34]3=[CH:33][CH:32]=2)=[CH:3][N:4]=1)=[O:22])[CH:14]([CH3:16])[CH3:15])=[O:21]. The yield is 0.590. (3) The reactants are C(O)(=O)C.C(O)(=O)C.C(NCCNCC1C=CC=CC=1)C1C=CC=CC=1.[N+:27]([CH2:30][CH2:31][CH2:32][CH2:33][CH2:34][CH2:35][CH2:36][CH2:37]CCCCCCCCCC)([O-:29])=[O:28].C=O. The catalyst is C1(C)C=CC=CC=1.CO. The product is [N+:27]([CH2:30][CH2:31][C:32]1[CH:33]=[CH:34][CH:35]=[CH:36][CH:37]=1)([O-:29])=[O:28]. The yield is 0.610. (4) The reactants are [N+](C1C=CC=CC=1S([N:13]([CH2:33][C:34]1[CH:39]=[CH:38][CH:37]=[CH:36][N:35]=1)[CH2:14][C:15]1[CH:20]=[CH:19][C:18]([CH2:21][NH:22][CH:23]2[C:32]3[N:31]=[CH:30][CH:29]=[CH:28][C:27]=3[CH2:26][CH2:25][CH2:24]2)=[CH:17][CH:16]=1)(=O)=O)([O-])=O.CN1CCOCC1.[N:47]1[CH:52]=[CH:51][CH:50]=[CH:49][C:48]=1[C:53]([OH:55])=O.ON1C2C=CC=CC=2N=N1.CN(C)CCCN=C=NCC. The catalyst is CN(C=O)C. The product is [N:35]1[CH:36]=[CH:37][CH:38]=[CH:39][C:34]=1[CH2:33][NH:13][CH2:14][C:15]1[CH:16]=[CH:17][C:18]([CH2:21][N:22]([CH:23]2[C:32]3[N:31]=[CH:30][CH:29]=[CH:28][C:27]=3[CH2:26][CH2:25][CH2:24]2)[C:53](=[O:55])[C:48]2[CH:49]=[CH:50][CH:51]=[CH:52][N:47]=2)=[CH:19][CH:20]=1. The yield is 0.940. (5) The catalyst is CCOC(C)=O.[Zn].[Pd].C1(P(C2C=CC=CC=2)C2C=CC=CC=2)C=CC=CC=1.C1(P(C2C=CC=CC=2)C2C=CC=CC=2)C=CC=CC=1.C1(P(C2C=CC=CC=2)C2C=CC=CC=2)C=CC=CC=1.C1(P(C2C=CC=CC=2)C2C=CC=CC=2)C=CC=CC=1. The product is [CH3:1][O:2][C:3](=[O:12])[C:4]1[CH:9]=[CH:8][C:7]([C:13]#[N:14])=[C:6]([CH3:11])[CH:5]=1. The reactants are [CH3:1][O:2][C:3](=[O:12])[C:4]1[CH:9]=[CH:8][C:7](Br)=[C:6]([CH3:11])[CH:5]=1.[CH3:13][N:14](C=O)C. The yield is 0.398. (6) The reactants are [Cl:1][C:2]1[CH:12]=[C:6]([C:7]([O:9][CH2:10][CH3:11])=[O:8])[C:5]([OH:13])=[CH:4][CH:3]=1.Cl[C:15]1[C:24]2[C:19](=[CH:20][C:21]([O:27][CH3:28])=[C:22]([O:25][CH3:26])[CH:23]=2)[N:18]=[CH:17][CH:16]=1. The catalyst is CN(C)C1C=CN=CC=1.ClC1C=CC=CC=1Cl. The product is [Cl:1][C:2]1[CH:3]=[CH:4][C:5]([O:13][C:15]2[C:24]3[C:19](=[CH:20][C:21]([O:27][CH3:28])=[C:22]([O:25][CH3:26])[CH:23]=3)[N:18]=[CH:17][CH:16]=2)=[C:6]([CH:12]=1)[C:7]([O:9][CH2:10][CH3:11])=[O:8]. The yield is 0.150. (7) The reactants are [O:1]1[CH2:6][CH2:5][N:4]([CH2:7][C:8]2[CH:29]=[CH:28][CH:27]=[CH:26][C:9]=2[O:10][CH2:11][CH2:12][N:13]2[C:21]3[C:16](=[CH:17][CH:18]=[C:19]([C:22](OC)=[O:23])[CH:20]=3)[CH:15]=[CH:14]2)[CH2:3][CH2:2]1.[OH-:30].[Na+].[NH2:32]O.O. The catalyst is CO. The product is [O:1]1[CH2:2][CH2:3][N:4]([CH2:7][C:8]2[CH:29]=[CH:28][CH:27]=[CH:26][C:9]=2[O:10][CH2:11][CH2:12][N:13]2[C:21]3[C:16](=[CH:17][CH:18]=[C:19]([C:22]([NH:32][OH:30])=[O:23])[CH:20]=3)[CH:15]=[CH:14]2)[CH2:5][CH2:6]1. The yield is 0.290. (8) The reactants are [Cl:1][C:2]1[CH:3]=[C:4]([CH:26]=[CH:27][C:28]=1[O:29][CH3:30])[CH2:5][NH:6][C:7]1[C:12]([C:13]([NH:15][CH2:16][C:17]2[N:22]=[CH:21][CH:20]=[CH:19][N:18]=2)=[O:14])=[CH:11][N:10]=[C:9](S(C)=O)[N:8]=1.C[N:32]1[CH2:35][C:34]2([CH2:40][CH2:39][NH:38][CH2:37][CH2:36]2)[CH2:33]1.[CH3:41]N(C(ON1N=NC2C=CC=NC1=2)=[N+](C)C)C.F[P-](F)(F)(F)(F)F.C(N(CC)CC)C. The catalyst is C1COCC1.C(Cl)Cl.O. The product is [Cl:1][C:2]1[CH:3]=[C:4]([CH:26]=[CH:27][C:28]=1[O:29][CH3:30])[CH2:5][NH:6][C:7]1[C:12]([C:13]([NH:15][CH2:16][C:17]2[N:22]=[CH:21][CH:20]=[CH:19][N:18]=2)=[O:14])=[CH:11][N:10]=[C:9]([N:32]2[CH2:33][C:34]3([CH2:36][CH2:37][N:38]([CH3:41])[CH2:39][CH2:40]3)[CH2:35]2)[N:8]=1. The yield is 0.0900.